From a dataset of Full USPTO retrosynthesis dataset with 1.9M reactions from patents (1976-2016). Predict the reactants needed to synthesize the given product. (1) Given the product [Br:5][C:6]1[CH:7]=[C:8]([S:12][CH2:14][C:15]2[N:16]=[C:17]([C:20]3[CH:21]=[CH:22][CH:23]=[CH:24][CH:25]=3)[S:18][CH:19]=2)[CH:9]=[CH:10][CH:11]=1, predict the reactants needed to synthesize it. The reactants are: [H-].[Na+].N#N.[Br:5][C:6]1[CH:7]=[C:8]([SH:12])[CH:9]=[CH:10][CH:11]=1.Cl[CH2:14][C:15]1[N:16]=[C:17]([C:20]2[CH:25]=[CH:24][CH:23]=[CH:22][CH:21]=2)[S:18][CH:19]=1. (2) The reactants are: C(OC(=O)[NH:7][C:8]1[CH:13]=[CH:12][C:11]([C:14]#[C:15][C:16]2[CH:21]=[CH:20][C:19]([F:22])=[CH:18][CH:17]=2)=[CH:10][C:9]=1[NH:23][C:24](=[O:39])[CH2:25][C:26](=O)[C:27]1[CH:32]=[CH:31][CH:30]=[C:29]([N:33]2[CH:37]=[CH:36][N:35]=[N:34]2)[CH:28]=1)(C)(C)C.C(O)(C(F)(F)F)=O. Given the product [F:22][C:19]1[CH:18]=[CH:17][C:16]([C:15]#[C:14][C:11]2[CH:12]=[CH:13][C:8]3[N:7]=[C:26]([C:27]4[CH:32]=[CH:31][CH:30]=[C:29]([N:33]5[CH:37]=[CH:36][N:35]=[N:34]5)[CH:28]=4)[CH2:25][C:24](=[O:39])[NH:23][C:9]=3[CH:10]=2)=[CH:21][CH:20]=1, predict the reactants needed to synthesize it. (3) Given the product [CH3:42][C:37]([N:34]1[CH2:35][CH2:36][N:31]([CH2:30][C:3]2[S:4][C:5]3[C:10]([N:11]4[CH2:16][CH2:15][O:14][CH2:13][CH2:12]4)=[N:9][C:8]([C:58]4[CH:57]=[CH:56][N:55]=[C:54]5[NH:50][CH:51]=[CH:52][C:53]=45)=[N:7][C:6]=3[C:2]=2[CH3:1])[CH2:32][CH2:33]1)([CH3:41])[C:38]([NH2:40])=[O:39], predict the reactants needed to synthesize it. The reactants are: [CH3:1][C:2]1[C:6]2[N:7]=[C:8]([Sn](CCCC)(CCCC)CCCC)[N:9]=[C:10]([N:11]3[CH2:16][CH2:15][O:14][CH2:13][CH2:12]3)[C:5]=2[S:4][C:3]=1[CH2:30][N:31]1[CH2:36][CH2:35][N:34]([C:37]([CH3:42])([CH3:41])[C:38]([NH2:40])=[O:39])[CH2:33][CH2:32]1.C(OC([N:50]1[C:54]2=[N:55][CH:56]=[CH:57][C:58](Br)=[C:53]2[CH:52]=[CH:51]1)=O)(C)(C)C. (4) Given the product [O:46]=[C:40]1[CH:39]([N:32]2[C:31](=[O:47])[C:30]3[C:34](=[CH:35][CH:36]=[CH:37][C:29]=3[CH2:28][NH:27][C:11]([C:2]3[CH:3]=[N:4][C:5]4[C:10](=[CH:9][CH:8]=[CH:7][CH:6]=4)[N:1]=3)=[O:13])[C:33]2=[O:38])[CH2:44][CH2:43][C:42](=[O:45])[NH:41]1, predict the reactants needed to synthesize it. The reactants are: [N:1]1[C:10]2[C:5](=[CH:6][CH:7]=[CH:8][CH:9]=2)[N:4]=[CH:3][C:2]=1[C:11]([OH:13])=O.C1N=CN(C(N2C=NC=C2)=O)C=1.Cl.[NH2:27][CH2:28][C:29]1[CH:37]=[CH:36][CH:35]=[C:34]2[C:30]=1[C:31](=[O:47])[N:32]([CH:39]1[CH2:44][CH2:43][C:42](=[O:45])[NH:41][C:40]1=[O:46])[C:33]2=[O:38].C(N(CC)CC)C. (5) Given the product [CH3:18][N:19]([CH3:20])[CH2:21][C:22]([N:9]1[CH2:10][CH2:11][C:5]2[CH:4]=[C:3]([O:2][CH3:1])[C:13]([N+:14]([O-:16])=[O:15])=[CH:12][C:6]=2[CH2:7][CH2:8]1)=[O:23], predict the reactants needed to synthesize it. The reactants are: [CH3:1][O:2][C:3]1[C:13]([N+:14]([O-:16])=[O:15])=[CH:12][C:6]2[CH2:7][CH2:8][NH:9][CH2:10][CH2:11][C:5]=2[CH:4]=1.Cl.[CH3:18][N:19]([CH2:21][C:22](Cl)=[O:23])[CH3:20].C(N(CC)CC)C. (6) Given the product [Cl:1][C:2]1[C:3]([F:22])=[C:4]([CH:19]=[CH:20][CH:21]=1)[NH:5][C:6]1[C:15]2[C:10](=[CH:11][C:12]([O:18][CH:30]3[CH2:35][CH2:34][N:33]([C:36]([O:38][C:39]([CH3:42])([CH3:41])[CH3:40])=[O:37])[CH2:32][CH2:31]3)=[C:13]([O:16][CH3:17])[CH:14]=2)[N:9]=[CH:8][N:7]=1, predict the reactants needed to synthesize it. The reactants are: [Cl:1][C:2]1[C:3]([F:22])=[C:4]([CH:19]=[CH:20][CH:21]=1)[NH:5][C:6]1[C:15]2[C:10](=[CH:11][C:12]([OH:18])=[C:13]([O:16][CH3:17])[CH:14]=2)[N:9]=[CH:8][N:7]=1.[F-].[Cs+].CS(O[CH:30]1[CH2:35][CH2:34][N:33]([C:36]([O:38][C:39]([CH3:42])([CH3:41])[CH3:40])=[O:37])[CH2:32][CH2:31]1)(=O)=O.